Predict the reaction yield, written as a fraction of the theoretical maximum amount of product (1.0 means a 100% yield; for example, 0.34 means a 34% yield). From a dataset of Reaction yield outcomes from USPTO patents with 853,638 reactions. (1) The reactants are CN(C)[CH:3]=[CH:4][C:5](=O)[CH:6]([O:9][CH3:10])[O:7][CH3:8].Cl.[CH:14]1([C:18](=[NH:20])[NH2:19])[CH2:17][CH2:16][CH2:15]1.C(N(CC)CC)C. The catalyst is C(O)C. The product is [CH:14]1([C:18]2[N:19]=[C:5]([CH:6]([O:9][CH3:10])[O:7][CH3:8])[CH:4]=[CH:3][N:20]=2)[CH2:17][CH2:16][CH2:15]1. The yield is 0.120. (2) The reactants are [C:1]([C:3]1[CH:8]=[CH:7][CH:6]=[CH:5][C:4]=1[C:9]1[CH:14]=[CH:13][C:12]([CH2:15][C:16]2[C:17](=[O:39])[N:18]([C@H:28]3[CH2:33][CH2:32][C@H:31]([C:34]([O:36]CC)=[O:35])[CH2:30][CH2:29]3)[C:19]3[N:20]([N:25]=[CH:26][N:27]=3)[C:21]=2[CH2:22][CH2:23][CH3:24])=[CH:11][CH:10]=1)#[N:2].[OH-].[Na+].CO.Cl. The catalyst is O.O1CCCC1. The product is [C:1]([C:3]1[CH:8]=[CH:7][CH:6]=[CH:5][C:4]=1[C:9]1[CH:14]=[CH:13][C:12]([CH2:15][C:16]2[C:17](=[O:39])[N:18]([C@H:28]3[CH2:33][CH2:32][C@H:31]([C:34]([OH:36])=[O:35])[CH2:30][CH2:29]3)[C:19]3[N:20]([N:25]=[CH:26][N:27]=3)[C:21]=2[CH2:22][CH2:23][CH3:24])=[CH:11][CH:10]=1)#[N:2]. The yield is 0.930.